Dataset: Kir2.1 potassium channel HTS with 301,493 compounds. Task: Binary Classification. Given a drug SMILES string, predict its activity (active/inactive) in a high-throughput screening assay against a specified biological target. (1) The drug is OC(=O)c1c(c2[nH]c3c(c2)cccc3)cccc1. The result is 0 (inactive). (2) The compound is S1c2c(N(c3c1cccc3)C(=O)CN1C(=O)c3c(C1=O)cccc3)cccc2. The result is 0 (inactive). (3) The compound is S1C(CC(=O)Nc2ccccc2)C(=O)N=C1NCc1ccccc1. The result is 0 (inactive). (4) The compound is O=C(Nc1cc(ccc1)C(=O)C)Nc1ccc(cc1)C. The result is 0 (inactive). (5) The compound is o1c2c(cc(c1=O)C(=O)Nc1nc(ccc1)C)cccc2OC. The result is 0 (inactive). (6) The compound is s1c(ccc1)/C=N\NC(=O)CNC(=O)c1c(F)cccc1. The result is 0 (inactive). (7) The molecule is s1c2c(c(=O)n(Cc3ccc(cc3)C)c1=O)cccc2. The result is 0 (inactive). (8) The molecule is O=C(NCCCn1ccnc1)C(/NC(=O)c1occc1)=C\c1cccnc1. The result is 0 (inactive). (9) The molecule is S=c1n(c(c(c(N2CCCC2)n1)C(=O)C)C)CC. The result is 0 (inactive).